This data is from Forward reaction prediction with 1.9M reactions from USPTO patents (1976-2016). The task is: Predict the product of the given reaction. (1) Given the reactants [CH2:1]([O:4][N:5]([C@H:18]1[CH2:23][N:22](C(OC(C)(C)C)=O)[C@H:21]([CH2:31][O:32][Si:33]([C:36]([CH3:39])([CH3:38])[CH3:37])([CH3:35])[CH3:34])[CH:20]=[C:19]1[C:40]([CH3:42])=[CH2:41])[S:6]([C:9]1[CH:14]=[CH:13][CH:12]=[CH:11][C:10]=1[N+:15]([O-:17])=[O:16])(=[O:8])=[O:7])[CH:2]=[CH2:3].C(ON([C@H]1CN[C@H](C(N)=O)C=C1C)S(C1C=CC=CC=1[N+]([O-])=O)(=O)=O)C=C, predict the reaction product. The product is: [CH2:1]([O:4][N:5]([C@@H:18]1[C:19]([C:40]([CH3:42])=[CH2:41])=[CH:20][C@@H:21]([CH2:31][O:32][Si:33]([C:36]([CH3:39])([CH3:38])[CH3:37])([CH3:35])[CH3:34])[NH:22][CH2:23]1)[S:6]([C:9]1[CH:14]=[CH:13][CH:12]=[CH:11][C:10]=1[N+:15]([O-:17])=[O:16])(=[O:8])=[O:7])[CH:2]=[CH2:3]. (2) Given the reactants [CH2:1]([O:8][C:9]1[CH:14]=[C:13]([O:15][CH2:16][C:17]2[CH:22]=[CH:21][CH:20]=[CH:19][CH:18]=2)[C:12]([C:23]2[CH:28]=[C:27]([CH:29]([CH3:31])[CH3:30])[CH:26]=[CH:25][C:24]=2[O:32][CH3:33])=[CH:11][C:10]=1[C:34]1[N:38]([CH:39]2[CH2:44][CH2:43]C[NH:41][CH2:40]2)[N:37]=[N:36][N:35]=1)[C:2]1[CH:7]=[CH:6][CH:5]=[CH:4][CH:3]=1.C(OC(N1CCC(N2C(C3C=C(C4C=C(C(C)C)C=CC=4OC)C(OCC4C=CC=CC=4)=CC=3OCC3C=CC=CC=3)=NN=N2)C1)=O)(C)(C)C, predict the reaction product. The product is: [CH2:1]([O:8][C:9]1[CH:14]=[C:13]([O:15][CH2:16][C:17]2[CH:18]=[CH:19][CH:20]=[CH:21][CH:22]=2)[C:12]([C:23]2[CH:28]=[C:27]([CH:29]([CH3:31])[CH3:30])[CH:26]=[CH:25][C:24]=2[O:32][CH3:33])=[CH:11][C:10]=1[C:34]1[N:38]([CH:39]2[CH2:44][CH2:43][NH:41][CH2:40]2)[N:37]=[N:36][N:35]=1)[C:2]1[CH:3]=[CH:4][CH:5]=[CH:6][CH:7]=1.